Dataset: Full USPTO retrosynthesis dataset with 1.9M reactions from patents (1976-2016). Task: Predict the reactants needed to synthesize the given product. (1) Given the product [Cl:1][C:2]1[CH:3]=[C:4]2[C:9](=[CH:10][CH:11]=1)[N:8]=[C:7]([CH3:12])[C:6]([CH3:13])=[C:5]2[N:14]1[C:22]2[C:17](=[CH:18][CH:19]=[C:20]([C:34]3[CH:35]=[N:36][NH:37][CH:38]=3)[CH:21]=2)[C:16]([CH3:25])([CH3:24])[CH2:15]1, predict the reactants needed to synthesize it. The reactants are: [Cl:1][C:2]1[CH:3]=[C:4]2[C:9](=[CH:10][CH:11]=1)[N:8]=[C:7]([CH3:12])[C:6]([CH3:13])=[C:5]2[N:14]1[C:22]2[C:17](=[CH:18][CH:19]=[C:20](I)[CH:21]=2)[C:16]([CH3:25])([CH3:24])[CH2:15]1.CC1(C)C(C)(C)OB([C:34]2[CH:35]=[N:36][NH:37][CH:38]=2)O1. (2) The reactants are: [F:1][C:2]1[CH:10]=[CH:9][C:5]([C:6](Cl)=[O:7])=[CH:4][CH:3]=1.[O:11]([CH2:18][C:19]1[O:20][C:21]2[CH2:22][NH:23][CH2:24][CH2:25][C:26]=2[N:27]=1)[C:12]1[CH:17]=[CH:16][CH:15]=[CH:14][CH:13]=1. Given the product [F:1][C:2]1[CH:10]=[CH:9][C:5]([C:6]([N:23]2[CH2:24][CH2:25][C:26]3[N:27]=[C:19]([CH2:18][O:11][C:12]4[CH:17]=[CH:16][CH:15]=[CH:14][CH:13]=4)[O:20][C:21]=3[CH2:22]2)=[O:7])=[CH:4][CH:3]=1, predict the reactants needed to synthesize it. (3) Given the product [ClH:43].[C:1]1([S:7][CH:15]2[CH2:20][CH2:19][N:18]([CH2:21][C:22]3[CH:23]=[CH:24][C:25]4[C:26]5[CH2:27][CH2:28][CH2:29][CH2:30][C:31]=5[C:32](=[O:36])[NH:33][C:34]=4[CH:35]=3)[CH2:17][CH2:16]2)[CH:6]=[CH:5][CH:4]=[CH:3][CH:2]=1, predict the reactants needed to synthesize it. The reactants are: [C:1]1([SH:7])[CH:6]=[CH:5][CH:4]=[CH:3][CH:2]=1.CC(C)([O-])C.[K+].Br[CH:15]1[CH2:20][CH2:19][N:18]([CH2:21][C:22]2[CH:23]=[CH:24][C:25]3[C:26]4[CH2:27][CH2:28][CH2:29][CH2:30][C:31]=4[C:32](=[O:36])[NH:33][C:34]=3[CH:35]=2)[CH2:17][CH2:16]1.C(=O)([O-])O.[Na+].C(Cl)(Cl)[Cl:43]. (4) Given the product [CH:1]([C:4]1[C:9]([B:10]([OH:12])[OH:11])=[C:8]([CH3:13])[C:7]([N+:14]([O-:16])=[O:15])=[CH:6][CH:5]=1)([CH3:3])[CH3:2], predict the reactants needed to synthesize it. The reactants are: [CH:1]([C:4]1[C:9]([B:10]([OH:12])[OH:11])=[C:8]([CH3:13])[CH:7]=[CH:6][CH:5]=1)([CH3:3])[CH3:2].[N+:14]([O-])([OH:16])=[O:15]. (5) Given the product [F:33][C:30]1[CH:31]=[CH:32][C:27]([C:19]2[C:20]([C:21]3[CH:26]=[CH:25][N:24]=[CH:23][CH:22]=3)=[C:15]([C:12]3[CH:11]=[CH:10][C:9]([OH:8])=[CH:14][CH:13]=3)[C:16]3[C:17](=[N:34][N:35]([CH3:37])[CH:36]=3)[N:18]=2)=[CH:28][CH:29]=1, predict the reactants needed to synthesize it. The reactants are: C([O:8][C:9]1[CH:14]=[CH:13][C:12]([C:15]2[C:16]3[C:17](=[N:34][N:35]([CH3:37])[CH:36]=3)[N:18]=[C:19]([C:27]3[CH:32]=[CH:31][C:30]([F:33])=[CH:29][CH:28]=3)[C:20]=2[C:21]2[CH:26]=[CH:25][N:24]=[CH:23][CH:22]=2)=[CH:11][CH:10]=1)C1C=CC=CC=1.